Dataset: Forward reaction prediction with 1.9M reactions from USPTO patents (1976-2016). Task: Predict the product of the given reaction. (1) Given the reactants [OH:1][C:2]1[CH:3]=[C:4]2[C:9](=[CH:10][CH:11]=1)[NH:8][C:7](=[O:12])[CH2:6][CH2:5]2.C(=O)([O-])[O-].[K+].[K+].Br[CH2:20][C:21]([O:23][CH2:24][CH3:25])=[O:22], predict the reaction product. The product is: [O:12]=[C:7]1[CH2:6][CH2:5][C:4]2[C:9](=[CH:10][CH:11]=[C:2]([O:1][CH2:20][C:21]([O:23][CH2:24][CH3:25])=[O:22])[CH:3]=2)[NH:8]1. (2) Given the reactants CO.[CH2:3]([O:7][C:8]1[CH:13]=[CH:12][CH:11]=[CH:10][C:9]=1[CH2:14]O)[CH2:4][CH2:5][CH3:6].P(Br)(Br)[Br:17], predict the reaction product. The product is: [Br:17][CH2:14][C:9]1[CH:10]=[CH:11][CH:12]=[CH:13][C:8]=1[O:7][CH2:3][CH2:4][CH2:5][CH3:6].